This data is from Catalyst prediction with 721,799 reactions and 888 catalyst types from USPTO. The task is: Predict which catalyst facilitates the given reaction. (1) Reactant: [F:1][C:2]1[CH:7]=[CH:6][C:5]([CH:8]([OH:30])[CH:9]([CH2:15][C:16]2[CH:21]=[CH:20][CH:19]=[C:18]([O:22][CH2:23][C:24]([F:29])([F:28])[CH:25]([F:27])[F:26])[CH:17]=2)[C:10]([O:12]CC)=[O:11])=[CH:4][CH:3]=1.[OH-].[Na+].Cl. Product: [F:1][C:2]1[CH:7]=[CH:6][C:5]([CH:8]([OH:30])[CH:9]([CH2:15][C:16]2[CH:21]=[CH:20][CH:19]=[C:18]([O:22][CH2:23][C:24]([F:29])([F:28])[CH:25]([F:27])[F:26])[CH:17]=2)[C:10]([OH:12])=[O:11])=[CH:4][CH:3]=1. The catalyst class is: 5. (2) Reactant: [Cl:1][C:2]1[C:10]([O:11][CH3:12])=[CH:9][CH:8]=[C:7]2[C:3]=1[CH2:4]/[C:5](=[CH:14]\[C:15]1[CH:20]=[CH:19][C:18]([S:21][C:22]([F:25])([F:24])[F:23])=[CH:17][CH:16]=1)/[C:6]2=[O:13]. Product: [Cl:1][C:2]1[C:10]([O:11][CH3:12])=[CH:9][CH:8]=[C:7]2[C:3]=1[CH2:4][CH:5]([CH2:14][C:15]1[CH:20]=[CH:19][C:18]([S:21][C:22]([F:23])([F:24])[F:25])=[CH:17][CH:16]=1)[C:6]2=[O:13]. The catalyst class is: 5. (3) Reactant: F[C:2](F)(F)[C:3]([OH:5])=O.FC(F)(F)C(O)=O.[CH2:15]([S:17]([N:20]1[CH2:23][C:22](CC(O)=O)([N:24]2[CH2:29][CH2:28][CH:27]([NH:30][C@@H:31]3[CH2:33][C@H:32]3[C:34]3[CH:39]=[CH:38][CH:37]=[CH:36][CH:35]=3)[CH2:26][CH2:25]2)[CH2:21]1)(=[O:19])=[O:18])[CH3:16].[CH:44]([N:47](CC)[CH:48](C)C)(C)C.CNC.F[P-](F)(F)(F)(F)F.N1(O[P+](N(C)C)(N(C)C)N(C)C)C2C=CC=CC=2N=N1. Product: [CH2:15]([S:17]([N:20]1[CH2:23][C:22]([CH2:2][C:3]([N:47]([CH3:48])[CH3:44])=[O:5])([N:24]2[CH2:25][CH2:26][CH:27]([NH:30][C@@H:31]3[CH2:33][C@H:32]3[C:34]3[CH:39]=[CH:38][CH:37]=[CH:36][CH:35]=3)[CH2:28][CH2:29]2)[CH2:21]1)(=[O:18])=[O:19])[CH3:16]. The catalyst class is: 841. (4) Reactant: [C:1]([O:5][C:6](=[O:30])[NH:7][CH:8]1[CH2:13][CH2:12][CH:11]([NH:14][CH2:15][C:16]2[CH:21]=[C:20]([C:22]3[CH:23]=[N:24][CH:25]=[CH:26][CH:27]=3)[CH:19]=[CH:18][C:17]=2[O:28][CH3:29])[CH2:10][CH2:9]1)([CH3:4])([CH3:3])[CH3:2].C(N(CC)C(C)C)(C)C.[Cl:40][C:41]1[C:42]2[C:52]([F:53])=[CH:51][CH:50]=[CH:49][C:43]=2[S:44][C:45]=1[C:46](Cl)=[O:47]. Product: [C:1]([O:5][C:6](=[O:30])[NH:7][CH:8]1[CH2:9][CH2:10][CH:11]([N:14]([C:46]([C:45]2[S:44][C:43]3[CH:49]=[CH:50][CH:51]=[C:52]([F:53])[C:42]=3[C:41]=2[Cl:40])=[O:47])[CH2:15][C:16]2[CH:21]=[C:20]([C:22]3[CH:23]=[N:24][CH:25]=[CH:26][CH:27]=3)[CH:19]=[CH:18][C:17]=2[O:28][CH3:29])[CH2:12][CH2:13]1)([CH3:4])([CH3:3])[CH3:2]. The catalyst class is: 2. (5) Product: [CH2:9]([O:8][C:7]1[CH:6]=[CH:5][C:4]([C:16]2[CH:21]=[CH:20][CH:19]=[CH:18][CH:17]=2)=[CH:3][C:2]=1[C:27]1[N:23]([CH3:22])[N:24]=[CH:25][CH:26]=1)[C:10]1[CH:15]=[CH:14][CH:13]=[CH:12][CH:11]=1. The catalyst class is: 333. Reactant: Br[C:2]1[CH:3]=[C:4]([C:16]2[CH:21]=[CH:20][CH:19]=[CH:18][CH:17]=2)[CH:5]=[CH:6][C:7]=1[O:8][CH2:9][C:10]1[CH:15]=[CH:14][CH:13]=[CH:12][CH:11]=1.[CH3:22][N:23]1[C:27](B(O)O)=[CH:26][CH:25]=[N:24]1.C1(P(C2CCCCC2)C2CCCCC2)CCCCC1.P([O-])([O-])([O-])=O.[K+].[K+].[K+].